From a dataset of Reaction yield outcomes from USPTO patents with 853,638 reactions. Predict the reaction yield, written as a fraction of the theoretical maximum amount of product (1.0 means a 100% yield; for example, 0.34 means a 34% yield). (1) The product is [C:1]([O:5][C:6](=[O:20])[NH:7][CH:8]([CH2:13][C:14]1[CH:19]=[CH:18][CH:17]=[CH:16][CH:15]=1)[CH2:9][CH2:10][CH2:11][N:24]1[CH2:23][CH2:22][N:21]([C:27]([CH:29]2[CH2:34][CH2:33][O:32][CH2:31][CH2:30]2)=[O:28])[CH2:26][CH2:25]1)([CH3:4])([CH3:3])[CH3:2]. The catalyst is C(Cl)Cl.CCOCC. The reactants are [C:1]([O:5][C:6](=[O:20])[NH:7][CH:8]([CH2:13][C:14]1[CH:19]=[CH:18][CH:17]=[CH:16][CH:15]=1)[CH2:9][CH2:10][CH:11]=O)([CH3:4])([CH3:3])[CH3:2].[N:21]1([C:27]([CH:29]2[CH2:34][CH2:33][O:32][CH2:31][CH2:30]2)=[O:28])[CH2:26][CH2:25][NH:24][CH2:23][CH2:22]1.[BH-](OC(C)=O)(OC(C)=O)OC(C)=O.[Na+].[OH-].[Na+]. The yield is 1.00. (2) The reactants are Br[C:2]1[CH:3]=[CH:4][C:5]2[O:6][CH2:7][C:8](=[O:12])[NH:9][C:10]=2[N:11]=1.[C:13]1(/[CH:19]=[CH:20]/B(O)O)[CH:18]=[CH:17][CH:16]=[CH:15][CH:14]=1.C(=O)([O-])[O-].[K+].[K+]. The catalyst is O1CCOCC1.O.CCOC(C)=O.C1C=CC([P]([Pd]([P](C2C=CC=CC=2)(C2C=CC=CC=2)C2C=CC=CC=2)([P](C2C=CC=CC=2)(C2C=CC=CC=2)C2C=CC=CC=2)[P](C2C=CC=CC=2)(C2C=CC=CC=2)C2C=CC=CC=2)(C2C=CC=CC=2)C2C=CC=CC=2)=CC=1. The product is [CH:20](/[C:2]1[CH:3]=[CH:4][C:5]2[O:6][CH2:7][C:8](=[O:12])[NH:9][C:10]=2[N:11]=1)=[CH:19]\[C:13]1[CH:18]=[CH:17][CH:16]=[CH:15][CH:14]=1. The yield is 0.380. (3) The reactants are [C:1]([O:5][C:6]([NH:8][CH:9]([C:13]([OH:16])([CH3:15])[CH3:14])[C:10]([OH:12])=[O:11])=[O:7])([CH3:4])([CH3:3])[CH3:2].[CH3:17]I.[H-].[Na+].O. The catalyst is C1COCC1.C(OCC)(=O)C. The product is [C:1]([O:5][C:6]([NH:8][CH:9]([C:13]([O:16][CH3:17])([CH3:15])[CH3:14])[C:10]([OH:12])=[O:11])=[O:7])([CH3:4])([CH3:2])[CH3:3]. The yield is 0.940. (4) The reactants are [CH2:1]([O:3][C:4]([C:7]1[CH:11]=[C:10]([NH:12][C:13](=[O:21])OC2C=CC=CC=2)[N:9]([C:22]2[CH:27]=[CH:26][CH:25]=[CH:24][CH:23]=2)[N:8]=1)([CH3:6])[CH3:5])[CH3:2].[CH3:28][O:29][C:30]1[CH:31]=[C:32]2[C:37](=[CH:38][C:39]=1[O:40][CH3:41])[N:36]=[CH:35][N:34]=[C:33]2[S:42][C:43]1[CH:44]=[C:45]([CH:47]=[CH:48][CH:49]=1)[NH2:46].C(N(CC)C(C)C)(C)C. The product is [CH3:28][O:29][C:30]1[CH:31]=[C:32]2[C:37](=[CH:38][C:39]=1[O:40][CH3:41])[N:36]=[CH:35][N:34]=[C:33]2[S:42][C:43]1[CH:44]=[C:45]([NH:46][C:13]([NH:12][C:10]2[N:9]([C:22]3[CH:23]=[CH:24][CH:25]=[CH:26][CH:27]=3)[N:8]=[C:7]([C:4]([O:3][CH2:1][CH3:2])([CH3:5])[CH3:6])[CH:11]=2)=[O:21])[CH:47]=[CH:48][CH:49]=1. The yield is 0.640. The catalyst is C1COCC1. (5) The reactants are Br[C:2]1[CH:3]=[C:4]([CH2:10][OH:11])[CH:5]=[N:6][C:7]=1[O:8][CH3:9].[F:12][C:13]1[CH:18]=[CH:17][C:16](B(O)O)=[CH:15][CH:14]=1.C([O-])([O-])=O.[Na+].[Na+]. The catalyst is C(#N)C.C1C=CC(P(C2C=CC=CC=2)[C-]2C=CC=C2)=CC=1.C1C=CC(P(C2C=CC=CC=2)[C-]2C=CC=C2)=CC=1.Cl[Pd]Cl.[Fe+2]. The product is [F:12][C:13]1[CH:18]=[CH:17][C:16]([C:2]2[CH:3]=[C:4]([CH2:10][OH:11])[CH:5]=[N:6][C:7]=2[O:8][CH3:9])=[CH:15][CH:14]=1. The yield is 0.760. (6) The reactants are [CH:1]([N:4]1[C:12]2[CH:11]=[C:10]([O:13][CH3:14])[CH:9]=[C:8]([C:15]([OH:17])=[O:16])[C:7]=2[CH:6]=[CH:5]1)([CH3:3])[CH3:2].OS(O)(=O)=O.[CH3:23]O. No catalyst specified. The product is [CH3:23][O:16][C:15]([C:8]1[C:7]2[CH:6]=[CH:5][N:4]([CH:1]([CH3:3])[CH3:2])[C:12]=2[CH:11]=[C:10]([O:13][CH3:14])[CH:9]=1)=[O:17]. The yield is 0.324. (7) The reactants are [AlH4-].[Li+].O1CCCC1.C[O:9][C:10](=O)[C:11]1[C:12](=[CH:17][C:18]([O:21][CH3:22])=[CH:19][CH:20]=1)[C:13](OC)=[O:14]. No catalyst specified. The product is [OH:14][CH2:13][C:12]1[CH:17]=[C:18]([O:21][CH3:22])[CH:19]=[CH:20][C:11]=1[CH2:10][OH:9]. The yield is 0.970.